This data is from Reaction yield outcomes from USPTO patents with 853,638 reactions. The task is: Predict the reaction yield, written as a fraction of the theoretical maximum amount of product (1.0 means a 100% yield; for example, 0.34 means a 34% yield). (1) The reactants are [CH2:1]([O:21][C:22]1[C:31]([O:32][CH2:33][CH2:34][CH2:35][CH2:36][CH2:37][CH2:38][CH2:39][CH2:40][CH2:41][CH2:42][CH2:43][CH2:44][CH2:45][CH2:46][CH2:47][CH2:48][CH2:49][CH2:50][CH2:51][CH3:52])=[CH:30][CH:29]=[CH:28][C:23]=1[C:24]([O:26]C)=[O:25])[CH2:2][CH2:3][CH2:4][CH2:5][CH2:6][CH2:7][CH2:8][CH2:9][CH2:10][CH2:11][CH2:12][CH2:13][CH2:14][CH2:15][CH2:16][CH2:17][CH2:18][CH2:19][CH3:20].[OH-].[K+].CCO.Cl. The catalyst is O. The product is [CH2:1]([O:21][C:22]1[C:31]([O:32][CH2:33][CH2:34][CH2:35][CH2:36][CH2:37][CH2:38][CH2:39][CH2:40][CH2:41][CH2:42][CH2:43][CH2:44][CH2:45][CH2:46][CH2:47][CH2:48][CH2:49][CH2:50][CH2:51][CH3:52])=[CH:30][CH:29]=[CH:28][C:23]=1[C:24]([OH:26])=[O:25])[CH2:2][CH2:3][CH2:4][CH2:5][CH2:6][CH2:7][CH2:8][CH2:9][CH2:10][CH2:11][CH2:12][CH2:13][CH2:14][CH2:15][CH2:16][CH2:17][CH2:18][CH2:19][CH3:20]. The yield is 1.01. (2) The reactants are [C:1]1([CH:9]=O)[C:2]([CH:7]=[O:8])=[CH:3][CH:4]=[CH:5][CH:6]=1.[NH2:11][C@@H:12]([CH2:16][CH:17]1[CH2:21][CH2:20][CH2:19][CH2:18]1)[C:13]([OH:15])=[O:14]. The catalyst is C(#N)C. The product is [CH:17]1([CH2:16][C@H:12]([N:11]2[CH2:9][C:1]3[C:2](=[CH:3][CH:4]=[CH:5][CH:6]=3)[C:7]2=[O:8])[C:13]([OH:15])=[O:14])[CH2:18][CH2:19][CH2:20][CH2:21]1. The yield is 0.860.